Dataset: Reaction yield outcomes from USPTO patents with 853,638 reactions. Task: Predict the reaction yield, written as a fraction of the theoretical maximum amount of product (1.0 means a 100% yield; for example, 0.34 means a 34% yield). (1) The reactants are [NH:1]([C:3]1[CH:8]=[CH:7][N:6]=[CH:5][CH:4]=1)[NH2:2].[CH3:9][C:10]([CH3:17])([CH3:16])[C:11](=O)[CH2:12][C:13]#[N:14]. The catalyst is C(O)C. The product is [C:10]([C:11]1[CH:12]=[C:13]([NH2:14])[N:1]([C:3]2[CH:8]=[CH:7][N:6]=[CH:5][CH:4]=2)[N:2]=1)([CH3:17])([CH3:16])[CH3:9]. The yield is 0.920. (2) The reactants are [Cl:1][C:2]([Cl:15])=[C:3]1[CH:7]2[C:8]3[C:13]([CH:4]1[CH2:5][CH2:6]2)=[CH:12][CH:11]=[CH:10][C:9]=3[NH2:14].C(N(CC)CC)C.[F:23][CH:24]([F:34])[C:25]1[C:29]([C:30](Cl)=[O:31])=[CH:28][N:27]([CH3:33])[N:26]=1. The catalyst is C1(C)C(C)=CC=CC=1. The product is [Cl:1][C:2]([Cl:15])=[C:3]1[CH:7]2[C:8]3[C:13]([CH:4]1[CH2:5][CH2:6]2)=[CH:12][CH:11]=[CH:10][C:9]=3[NH:14][C:30]([C:29]1[C:25]([CH:24]([F:34])[F:23])=[N:26][N:27]([CH3:33])[CH:28]=1)=[O:31]. The yield is 0.820. (3) The reactants are [C:1]1([N:7]([CH2:29][CH2:30][C:31]([O:33][CH2:34][CH3:35])=[O:32])[C:8]([C:10]2[CH:11]=[CH:12][C:13]3[S:17][C:16]([CH2:18][CH2:19][C:20]4[CH:25]=[CH:24][C:23]([C:26]#[N:27])=[CH:22][CH:21]=4)=[N:15][C:14]=3[CH:28]=2)=[O:9])[CH:6]=[CH:5][CH:4]=[CH:3][CH:2]=1.[ClH:36].C(O)C.C(=O)([O-])[O-].[NH4+:44].[NH4+]. The catalyst is C(O)(=O)C.C(Cl)Cl.C(O)C. The product is [ClH:36].[C:1]1([N:7]([CH2:29][CH2:30][C:31]([O:33][CH2:34][CH3:35])=[O:32])[C:8]([C:10]2[CH:11]=[CH:12][C:13]3[S:17][C:16]([CH2:18][CH2:19][C:20]4[CH:21]=[CH:22][C:23]([C:26](=[NH:44])[NH2:27])=[CH:24][CH:25]=4)=[N:15][C:14]=3[CH:28]=2)=[O:9])[CH:6]=[CH:5][CH:4]=[CH:3][CH:2]=1. The yield is 0.800. (4) The reactants are Br[C:2]1[CH:7]=[CH:6][CH:5]=[C:4]([Br:8])[N:3]=1.[NH2:9][C:10]1[C:15]([C:16]#N)=[CH:14][CH:13]=[CH:12][N:11]=1.C([Li])CCC.C1C[O:26]CC1. No catalyst specified. The product is [NH2:9][C:10]1[C:15]([C:16]([C:2]2[CH:7]=[CH:6][CH:5]=[C:4]([Br:8])[N:3]=2)=[O:26])=[CH:14][CH:13]=[CH:12][N:11]=1. The yield is 0.560. (5) The reactants are [NH2:1][C:2]1[CH:3]=[C:4]([CH:8]=[CH:9][C:10]=1[NH2:11])[C:5]([OH:7])=[O:6].[N:12]([CH3:15])=[C:13]=[S:14].O1CCC[CH2:17]1. No catalyst specified. The product is [NH2:11][C:10]1[CH:9]=[CH:8][C:4]([C:5]([O:7][CH3:17])=[O:6])=[CH:3][C:2]=1[NH:1][C:13]([NH:12][CH3:15])=[S:14]. The yield is 0.560. (6) The reactants are [Cl:1][C:2]1[CH:7]=[CH:6][C:5]([C:8]2[CH:9]=[N:10][CH:11]=[C:12]3[C:17]=2[N:16]=[C:15]([C:18]([OH:20])=O)[CH:14]=[CH:13]3)=[CH:4][CH:3]=1.C(N(CC)C(C)C)(C)C.F[P-](F)(F)(F)(F)F.N1(OC(N(C)C)=[N+](C)C)C2N=CC=CC=2N=N1.[CH3:54][N:55]1[CH:59]=[C:58]([NH2:60])[CH:57]=[N:56]1. The catalyst is CN(C)C=O. The product is [Cl:1][C:2]1[CH:3]=[CH:4][C:5]([C:8]2[CH:9]=[N:10][CH:11]=[C:12]3[C:17]=2[N:16]=[C:15]([C:18]([NH:60][C:58]2[CH:57]=[N:56][N:55]([CH3:54])[CH:59]=2)=[O:20])[CH:14]=[CH:13]3)=[CH:6][CH:7]=1. The yield is 0.100. (7) The reactants are Cl[CH:2]([CH3:5])[CH:3]=[CH2:4].[C:6]([NH:9][C:10]1[CH:15]=[CH:14][CH:13]=[CH:12][C:11]=1[OH:16])(=[O:8])[CH3:7]. No catalyst specified. The product is [CH3:5][CH:2]([O:16][C:11]1[CH:12]=[CH:13][CH:14]=[CH:15][C:10]=1[NH:9][C:6](=[O:8])[CH3:7])[CH:3]=[CH2:4]. The yield is 0.400. (8) The reactants are C([O:4][CH:5]1[CH:10]([N:11]([CH3:13])[CH3:12])[CH2:9][CH:8]([CH3:14])[O:7][CH:6]1[O:15][CH:16]1[CH:25]2[CH:20]([CH2:21][CH2:22][CH2:23][CH2:24]2)[CH2:19][CH2:18][CH2:17]1)(=O)C.C([O-])([O-])=O.[K+].[K+]. The catalyst is CO. The product is [CH:16]1([O:15][CH:6]2[CH:5]([OH:4])[CH:10]([N:11]([CH3:13])[CH3:12])[CH2:9][CH:8]([CH3:14])[O:7]2)[CH:25]2[CH:20]([CH2:21][CH2:22][CH2:23][CH2:24]2)[CH2:19][CH2:18][CH2:17]1. The yield is 0.920. (9) The catalyst is C(O)C.O.[Fe]. The product is [NH2:8][C:5]1[CH:6]=[CH:7][C:2]([Cl:1])=[C:3]([OH:11])[CH:4]=1. The reactants are [Cl:1][C:2]1[CH:7]=[CH:6][C:5]([N+:8]([O-])=O)=[CH:4][C:3]=1[OH:11].[Cl-].[NH4+]. The yield is 0.960. (10) The reactants are [F:1][C:2]1[CH:7]=[CH:6][C:5](B(O)O)=[CH:4][C:3]=1[C:11]([F:14])([F:13])[F:12].Br[C:16]1[CH:21]=[CH:20][N:19]=[C:18]([CH3:22])[CH:17]=1.C(=O)([O-])[O-].[K+].[K+]. The catalyst is C1(C)C=CC=CC=1. The product is [F:1][C:2]1[CH:7]=[CH:6][C:5]([C:16]2[CH:21]=[CH:20][N:19]=[C:18]([CH3:22])[CH:17]=2)=[CH:4][C:3]=1[C:11]([F:14])([F:13])[F:12]. The yield is 0.994.